From a dataset of Forward reaction prediction with 1.9M reactions from USPTO patents (1976-2016). Predict the product of the given reaction. Given the reactants [CH2:1]([O:8]C(N1C(C(O)=O)CS[C@@H]1C1C=CC(C(=O)C)=CC=1)=O)[C:2]1C=CC=CC=1.[CH2:28]([O:35][C:36]([N:38]1[CH:42]([C:43](=[O:62])[NH:44][C:45]2[S:46][CH:47]=[C:48]([C:50]3[CH:55]=[CH:54][C:53]([C:56](=[O:61])[NH:57][CH:58]4[CH2:60][CH2:59]4)=[CH:52][CH:51]=3)[N:49]=2)[CH2:41][S:40][CH:39]1[C:63]1[CH:68]=[CH:67][CH:66]=[C:65](CN2CCOCC2)[CH:64]=1)=[O:37])[C:29]1[CH:34]=[CH:33][CH:32]=[CH:31][CH:30]=1, predict the reaction product. The product is: [CH2:28]([O:35][C:36]([N:38]1[CH:42]([C:43](=[O:62])[NH:44][C:45]2[S:46][CH:47]=[C:48]([C:50]3[CH:51]=[CH:52][C:53]([C:56](=[O:61])[NH:57][CH:58]4[CH2:59][CH2:60]4)=[CH:54][CH:55]=3)[N:49]=2)[CH2:41][S:40][CH:39]1[C:63]1[CH:64]=[CH:65][C:66]([C:1](=[O:8])[CH3:2])=[CH:67][CH:68]=1)=[O:37])[C:29]1[CH:34]=[CH:33][CH:32]=[CH:31][CH:30]=1.